From a dataset of Forward reaction prediction with 1.9M reactions from USPTO patents (1976-2016). Predict the product of the given reaction. (1) Given the reactants [NH2:1][C:2]1[C:3]([F:12])=[C:4]([CH2:10][OH:11])[C:5]([F:9])=[C:6]([F:8])[CH:7]=1.CCN(C(C)C)C(C)C.Br[CH2:23][CH2:24][O:25][CH2:26][CH2:27]Br, predict the reaction product. The product is: [F:9][C:5]1[C:6]([F:8])=[CH:7][C:2]([N:1]2[CH2:27][CH2:26][O:25][CH2:24][CH2:23]2)=[C:3]([F:12])[C:4]=1[CH2:10][OH:11]. (2) The product is: [CH:17]1([NH:23][C:10]([C@H:9]2[CH2:13][C@@H:14]([OH:16])[CH2:15][N:8]2[C:6]([O:5][C:1]([CH3:2])([CH3:3])[CH3:4])=[O:7])=[O:12])[CH2:22][CH2:21][CH2:20][CH2:19][CH2:18]1. Given the reactants [C:1]([O:5][C:6]([N:8]1[CH2:15][C@H:14]([OH:16])[CH2:13][C@@H:9]1[C:10]([OH:12])=O)=[O:7])([CH3:4])([CH3:3])[CH3:2].[CH:17]1([NH2:23])[CH2:22][CH2:21][CH2:20][CH2:19][CH2:18]1.CN(C(ON1N=NC2C=CC=NC1=2)=[N+](C)C)C.F[P-](F)(F)(F)(F)F.C(N(CC)CC)C, predict the reaction product. (3) Given the reactants [C:1](O)(=O)[C:2]1[CH:7]=[CH:6][CH:5]=[CH:4][CH:3]=1.[OH:10][C:11]1[CH:19]=[CH:18][CH:17]=[C:13]([C:14]([OH:16])=[O:15])[C:12]=1[NH2:20], predict the reaction product. The product is: [C:2]1([C:1]2[O:10][C:11]3[C:12](=[C:13]([C:14]([OH:16])=[O:15])[CH:17]=[CH:18][CH:19]=3)[N:20]=2)[CH:7]=[CH:6][CH:5]=[CH:4][CH:3]=1. (4) Given the reactants [F:1][C:2]1[CH:7]=[C:6]([F:8])[CH:5]=[CH:4][C:3]=1[C:9]1[C:13]([C:14]2[CH:15]=[CH:16][C:17]3[N:18]([C:20]([CH:23]([CH3:25])[CH3:24])=[N:21][N:22]=3)[N:19]=2)=[CH:12][N:11]([CH:26]2[CH2:31][CH2:30][NH:29][CH2:28][CH2:27]2)[N:10]=1.C=O.[C:34](O[BH-](OC(=O)C)OC(=O)C)(=O)C.[Na+], predict the reaction product. The product is: [F:1][C:2]1[CH:7]=[C:6]([F:8])[CH:5]=[CH:4][C:3]=1[C:9]1[C:13]([C:14]2[CH:15]=[CH:16][C:17]3[N:18]([C:20]([CH:23]([CH3:24])[CH3:25])=[N:21][N:22]=3)[N:19]=2)=[CH:12][N:11]([CH:26]2[CH2:31][CH2:30][N:29]([CH3:34])[CH2:28][CH2:27]2)[N:10]=1. (5) The product is: [CH3:58][O:57][C:51]1[CH:52]=[C:53]([O:55][CH3:56])[CH:54]=[C:10]([O:9][CH3:8])[C:11]=1/[CH:12]=[CH:13]/[CH:14]([S:24]([CH:27](/[CH:37]=[CH:38]/[C:39]1[C:40]([O:49][CH3:50])=[CH:41][C:42]([O:47][CH3:48])=[CH:43][C:44]=1[O:45][CH3:46])[C:28]1[CH:33]=[CH:32][C:31]([O:34][CH3:35])=[C:30]([NH:36][CH:4]([C:3]([OH:7])=[O:2])[CH3:5])[CH:29]=1)(=[O:26])=[O:25])[C:15]1[CH:20]=[CH:19][C:18]([O:21][CH3:22])=[C:17]([NH:23][CH:4]([C:3]([OH:2])=[O:7])[CH3:5])[CH:16]=1. Given the reactants C[O:2][C:3](=[O:7])[CH:4](Br)[CH3:5].[CH3:8][O:9][C:10]1[CH:54]=[C:53]([O:55][CH3:56])[CH:52]=[C:51]([O:57][CH3:58])[C:11]=1/[CH:12]=[CH:13]/[CH:14]([S:24]([CH:27](/[CH:37]=[CH:38]/[C:39]1[C:44]([O:45][CH3:46])=[CH:43][C:42]([O:47][CH3:48])=[CH:41][C:40]=1[O:49][CH3:50])[C:28]1[CH:33]=[CH:32][C:31]([O:34][CH3:35])=[C:30]([NH2:36])[CH:29]=1)(=[O:26])=[O:25])[C:15]1[CH:20]=[CH:19][C:18]([O:21][CH3:22])=[C:17]([NH2:23])[CH:16]=1, predict the reaction product. (6) Given the reactants [NH2:1][C@H:2]1[CH2:7][CH2:6][C@H:5]([NH2:8])[CH2:4][CH2:3]1.[Cl:9][C:10]1[N:18]=[C:17]2[C:13]([N:14]=[CH:15][N:16]2[CH:19]2[CH2:23][CH2:22][CH2:21][CH2:20]2)=[C:12]([NH:24][C:25]2[CH:30]=[CH:29][C:28]([N+:31]([O-:33])=[O:32])=[CH:27][CH:26]=2)[N:11]=1, predict the reaction product. The product is: [ClH:9].[ClH:9].[NH2:1][C@H:2]1[CH2:7][CH2:6][C@H:5]([NH:8][C:10]2[N:18]=[C:17]3[C:13]([N:14]=[CH:15][N:16]3[CH:19]3[CH2:20][CH2:21][CH2:22][CH2:23]3)=[C:12]([NH:24][C:25]3[CH:30]=[CH:29][C:28]([N+:31]([O-:33])=[O:32])=[CH:27][CH:26]=3)[N:11]=2)[CH2:4][CH2:3]1. (7) Given the reactants [F:1][C:2]1[CH:7]=[CH:6][C:5](/[CH:8]=[CH:9]/[C:10]2[CH:15]=[CH:14][C:13]([S:16]([C:19]3[C:24]([CH2:25][OH:26])=[CH:23][CH:22]=[CH:21][N:20]=3)(=[O:18])=[O:17])=[CH:12][CH:11]=2)=[CH:4][CH:3]=1.C[N+]1([O-])CCOCC1, predict the reaction product. The product is: [F:1][C:2]1[CH:7]=[CH:6][C:5](/[CH:8]=[CH:9]/[C:10]2[CH:11]=[CH:12][C:13]([S:16]([C:19]3[N:20]=[CH:21][CH:22]=[CH:23][C:24]=3[CH:25]=[O:26])(=[O:17])=[O:18])=[CH:14][CH:15]=2)=[CH:4][CH:3]=1. (8) Given the reactants [Br:1][C:2]1[C:3]([F:21])=[CH:4][C:5]2[CH:11]3[CH2:12][CH:9]([CH2:10]3)[N:8]3[CH:13]=[C:14]([C:16]([O:18][CH3:19])=[O:17])[N:15]=[C:7]3[C:6]=2[CH:20]=1.[C:22]1(=[O:26])[CH2:25][CH2:24][CH2:23]1, predict the reaction product. The product is: [Br:1][C:2]1[C:3]([F:21])=[CH:4][C:5]2[CH:11]3[CH2:10][CH:9]([CH2:12]3)[N:8]3[C:13]([C:22]4([OH:26])[CH2:25][CH2:24][CH2:23]4)=[C:14]([C:16]([O:18][CH3:19])=[O:17])[N:15]=[C:7]3[C:6]=2[CH:20]=1.